This data is from Reaction yield outcomes from USPTO patents with 853,638 reactions. The task is: Predict the reaction yield, written as a fraction of the theoretical maximum amount of product (1.0 means a 100% yield; for example, 0.34 means a 34% yield). (1) The reactants are [O:1]1[CH2:3][C@H:2]1[CH2:4][O:5][C:6]1[CH:13]=[CH:12][CH:11]=[CH:10][C:7]=1[C:8]#[N:9].[Cl:14][C:15]1[CH:28]=[CH:27][C:18]([CH2:19][N:20]2[CH2:25][CH2:24][CH:23]([NH2:26])[CH2:22][CH2:21]2)=[CH:17][CH:16]=1. The catalyst is C(O)C. The product is [Cl:14][C:15]1[CH:16]=[CH:17][C:18]([CH2:19][N:20]2[CH2:21][CH2:22][CH:23]([NH:26][CH2:3][C@H:2]([OH:1])[CH2:4][O:5][C:6]3[CH:13]=[CH:12][CH:11]=[CH:10][C:7]=3[C:8]#[N:9])[CH2:24][CH2:25]2)=[CH:27][CH:28]=1. The yield is 0.590. (2) The reactants are [CH:1]1([CH2:7][CH:8]([C:12](=O)[CH2:13][N:14]2[CH2:19][CH2:18][O:17][CH2:16][CH2:15]2)[C:9]([OH:11])=O)[CH2:6][CH2:5][CH2:4][CH2:3][CH2:2]1.C(Cl)CCl.[NH2:25][C:26]([CH2:37][N:38]([CH2:40][C:41]1[CH:46]=[CH:45][CH:44]=[CH:43][CH:42]=1)[CH3:39])([CH2:29][CH2:30][C:31]1[CH:36]=[CH:35][CH:34]=[CH:33][CH:32]=1)[C:27]#[N:28].CN1CC[O:51]CC1. The catalyst is C(Cl)Cl. The product is [CH2:40]([N:38]([CH2:37][C:26]([NH:25][C:9](=[O:11])[CH:8]([CH2:7][CH:1]1[CH2:2][CH2:3][CH2:4][CH2:5][CH2:6]1)[CH2:12][C:13]([N:14]1[CH2:19][CH2:18][O:17][CH2:16][CH2:15]1)=[O:51])([C:27]#[N:28])[CH2:29][CH2:30][C:31]1[CH:36]=[CH:35][CH:34]=[CH:33][CH:32]=1)[CH3:39])[C:41]1[CH:42]=[CH:43][CH:44]=[CH:45][CH:46]=1. The yield is 0.250. (3) The reactants are C([O:9][CH2:10][CH:11]1[CH2:16][O:15][C:14]2=[CH:17][S:18][CH:19]=[C:13]2[O:12]1)(=O)C1C=CC=CC=1.[OH-].[K+].Cl. The catalyst is C(O)C.O. The product is [O:15]1[CH2:16][CH:11]([CH2:10][OH:9])[O:12][C:13]2=[CH:19][S:18][CH:17]=[C:14]12. The yield is 0.850. (4) The reactants are C(OC(N1CCN(C2[C:15](=O)[N:16]([CH2:29][CH:30]([CH3:32])C)N=C(C3C=CC(C)=C(F)C=3)C=2C)CC1)=O)(C)(C)C.[CH:34]1([CH2:37][N:38]2[C:43](=[O:44])[C:42]([CH2:45]OS(C)(=O)=O)=[CH:41][C:40]([C:51]3[CH:56]=[CH:55][C:54]([O:57][CH3:58])=[C:53]([F:59])[CH:52]=3)=[N:39]2)[CH2:36][CH2:35]1.N1CCCC1. No catalyst specified. The product is [CH:34]1([CH2:37][N:38]2[C:43](=[O:44])[C:42]([CH2:45][N:16]3[CH2:15][CH2:32][CH2:30][CH2:29]3)=[CH:41][C:40]([C:51]3[CH:56]=[CH:55][C:54]([O:57][CH3:58])=[C:53]([F:59])[CH:52]=3)=[N:39]2)[CH2:35][CH2:36]1. The yield is 0.759. (5) The reactants are [Li]CCCC.CCCCCC.Br[C:13]1[CH:14]=[C:15]2[C:20](=[CH:21][CH:22]=1)[N:19]=[C:18]([O:23][CH3:24])[CH:17]=[C:16]2[C:25]1[CH:26]=[N:27][CH:28]=[CH:29][CH:30]=1.[Cl:31][C:32]1[CH:37]=[CH:36][C:35]([C:38]([C:40]2[N:44]([CH3:45])[CH:43]=[N:42][CH:41]=2)=[O:39])=[CH:34][CH:33]=1. The catalyst is C1COCC1. The product is [Cl:31][C:32]1[CH:33]=[CH:34][C:35]([C:38]([C:40]2[N:44]([CH3:45])[CH:43]=[N:42][CH:41]=2)([C:13]2[CH:14]=[C:15]3[C:20](=[CH:21][CH:22]=2)[N:19]=[C:18]([O:23][CH3:24])[CH:17]=[C:16]3[C:25]2[CH:26]=[N:27][CH:28]=[CH:29][CH:30]=2)[OH:39])=[CH:36][CH:37]=1. The yield is 0.360. (6) The reactants are [NH2:1][C:2]1[C:3](Br)=[N:4][CH:5]=[C:6]([Cl:8])[CH:7]=1.NC1C=C(Cl)C=CC=1CO.C(N(CC)CC)C.[C:27]([O:31][CH3:32])(=[O:30])[CH:28]=[CH2:29]. The catalyst is CN(C=O)C. The product is [NH2:1][C:2]1[C:3](/[CH:29]=[CH:28]/[C:27]([O:31][CH3:32])=[O:30])=[N:4][CH:5]=[C:6]([Cl:8])[CH:7]=1. The yield is 0.636. (7) The reactants are [NH:1]([C:8]1[N:9]([C:21]2[CH:26]=[CH:25][CH:24]=[CH:23][CH:22]=2)[C:10]2[C:15]([C:16](=[O:18])[CH:17]=1)=[C:14](Cl)[N:13]=[C:12]([CH3:20])[CH:11]=2)[C:2]1[CH:7]=[CH:6][CH:5]=[CH:4][CH:3]=1.[CH3:27][O:28][C:29]1[CH:34]=[CH:33][C:32](B(O)O)=[CH:31][CH:30]=1.C1C=CC(P(C2C=CC=CC=2)C2C=CC=CC=2)=CC=1.C([O-])([O-])=O.[K+].[K+]. The catalyst is CC([O-])=O.CC([O-])=O.[Pd+2].O.COCCOC. The product is [NH:1]([C:8]1[N:9]([C:21]2[CH:26]=[CH:25][CH:24]=[CH:23][CH:22]=2)[C:10]2[C:15]([C:16](=[O:18])[CH:17]=1)=[C:14]([C:32]1[CH:33]=[CH:34][C:29]([O:28][CH3:27])=[CH:30][CH:31]=1)[N:13]=[C:12]([CH3:20])[CH:11]=2)[C:2]1[CH:7]=[CH:6][CH:5]=[CH:4][CH:3]=1. The yield is 0.630.